From a dataset of Forward reaction prediction with 1.9M reactions from USPTO patents (1976-2016). Predict the product of the given reaction. (1) The product is: [Cl:31][C:27]1[CH:28]=[C:29]2[C:24](=[CH:25][CH:26]=1)[NH:23][C:22](=[O:32])[C:21]([C@@H:19]([NH:18][C:2]1[N:7]=[C:6]([N:8]([CH2:12][C:13]([CH3:16])([CH3:15])[CH3:14])[C:9](=[O:11])[CH3:10])[CH:5]=[CH:4][N:3]=1)[CH3:20])=[CH:30]2. Given the reactants Cl[C:2]1[N:7]=[C:6]([N:8]([CH2:12][C:13]([CH3:16])([CH3:15])[CH3:14])[C:9](=[O:11])[CH3:10])[CH:5]=[CH:4][N:3]=1.Cl.[NH2:18][C@H:19]([C:21]1[C:22](=[O:32])[NH:23][C:24]2[C:29]([CH:30]=1)=[CH:28][C:27]([Cl:31])=[CH:26][CH:25]=2)[CH3:20].C(N(C(C)C)CC)(C)C, predict the reaction product. (2) The product is: [CH3:20][C:19]1[CH:21]=[CH:22][C:16]([S:13]([O:10][C:8]2[C:9]3[S:1][CH:2]=[CH:3][C:4]=3[CH:5]=[N:6][CH:7]=2)(=[O:15])=[O:14])=[CH:17][CH:18]=1. Given the reactants [S:1]1[C:9]2[C:8](=[O:10])[CH2:7][N:6]=[CH:5][C:4]=2[CH:3]=[CH:2]1.[H-].[Na+].[S:13](Cl)([C:16]1[CH:22]=[CH:21][C:19]([CH3:20])=[CH:18][CH:17]=1)(=[O:15])=[O:14], predict the reaction product. (3) Given the reactants Cl.Cl.[NH:3]1[C:11]2[C:6](=[CH:7][C:8]([C@H:12]([NH2:14])[CH3:13])=[CH:9][CH:10]=2)[CH:5]=[N:4]1.[F:15][C:16]([F:34])([F:33])[C:17]([C:20]1[CH:29]=[CH:28][C:27]2[CH2:26][C@H:25]([C:30](O)=[O:31])[CH2:24][CH2:23][C:22]=2[N:21]=1)([CH3:19])[CH3:18].C(N(CC)C(C)C)(C)C.F[P-](F)(F)(F)(F)F.C[N+](C)=C(N(C)C)ON1C2N=CC=CC=2N=N1, predict the reaction product. The product is: [NH:3]1[C:11]2[C:6](=[CH:7][C:8]([C@H:12]([NH:14][C:30]([CH:25]3[CH2:24][CH2:23][C:22]4[N:21]=[C:20]([C:17]([CH3:19])([CH3:18])[C:16]([F:34])([F:33])[F:15])[CH:29]=[CH:28][C:27]=4[CH2:26]3)=[O:31])[CH3:13])=[CH:9][CH:10]=2)[CH:5]=[N:4]1. (4) Given the reactants [NH:1]1[CH:5]=[C:4]([C:6]([OH:8])=O)[N:3]=[N:2]1.CCN(C(C)C)C(C)C.CN(C(ON1N=NC2C=CC=NC1=2)=[N+](C)C)C.F[P-](F)(F)(F)(F)F.[O:42]1[CH2:45][CH:44]([O:46][C:47](=[O:68])[C@@:48]([CH2:66][OH:67])([CH3:65])[CH2:49][C@H:50]([NH2:64])[CH2:51][C:52]2[CH:57]=[CH:56][C:55]([C:58]3[CH:63]=[CH:62][CH:61]=[CH:60][CH:59]=3)=[CH:54][CH:53]=2)[CH2:43]1, predict the reaction product. The product is: [O:42]1[CH2:45][CH:44]([O:46][C:47](=[O:68])[C@@:48]([CH2:66][OH:67])([CH3:65])[CH2:49][C@H:50]([NH:64][C:6]([C:4]2[NH:3][N:2]=[N:1][CH:5]=2)=[O:8])[CH2:51][C:52]2[CH:57]=[CH:56][C:55]([C:58]3[CH:59]=[CH:60][CH:61]=[CH:62][CH:63]=3)=[CH:54][CH:53]=2)[CH2:43]1. (5) Given the reactants [CH:1]1([C:4]2[N:8]([C:9]3[CH:14]=[C:13](I)[CH:12]=[CH:11][N:10]=3)[N:7]=[C:6]([C:16]([NH2:18])=[O:17])[CH:5]=2)[CH2:3][CH2:2]1.[C:19]([C@:21]1([OH:28])[CH2:25][CH2:24][N:23]([CH3:26])[C:22]1=[O:27])#[CH:20], predict the reaction product. The product is: [CH:1]1([C:4]2[N:8]([C:9]3[CH:14]=[C:13]([C:20]#[C:19][C@:21]4([OH:28])[CH2:25][CH2:24][N:23]([CH3:26])[C:22]4=[O:27])[CH:12]=[CH:11][N:10]=3)[N:7]=[C:6]([C:16]([NH2:18])=[O:17])[CH:5]=2)[CH2:3][CH2:2]1. (6) Given the reactants [C:1]([OH:9])(=O)[C:2]1[CH:7]=[CH:6][CH:5]=[CH:4][CH:3]=1.[NH2:10][C:11]1[S:15][C:14]([C:16]2[CH:21]=[CH:20][N:19]=[C:18]([NH:22][C:23]3[CH:24]=[C:25]([CH3:29])[CH:26]=[CH:27][CH:28]=3)[N:17]=2)=[CH:13][CH:12]=1.CN(C(ON1N=NC2C=CC=NC1=2)=[N+](C)C)C.F[P-](F)(F)(F)(F)F, predict the reaction product. The product is: [C:25]1([CH3:29])[CH:26]=[CH:27][CH:28]=[C:23]([NH:22][C:18]2[N:17]=[C:16]([C:14]3[S:15][C:11]([NH:10][C:1](=[O:9])[C:2]4[CH:3]=[CH:4][CH:5]=[CH:6][CH:7]=4)=[CH:12][CH:13]=3)[CH:21]=[CH:20][N:19]=2)[CH:24]=1. (7) Given the reactants C[O:2][C:3](=O)[C:4]1[CH:9]=[CH:8][CH:7]=[CH:6][C:5]=1[S:10][CH3:11].[H-].C([Al+]CC(C)C)C(C)C.CC(O)C.C(C(C(C([O-])=O)O)O)([O-])=O.[Na+].[K+], predict the reaction product. The product is: [CH3:11][S:10][C:5]1[CH:6]=[CH:7][CH:8]=[CH:9][C:4]=1[CH2:3][OH:2]. (8) Given the reactants BrC1OC2N=C(SC)N=C(OCC3CC3)C=2C=1C1C=CC=CC=1.Br[C:25]1[O:40][C:28]2[N:29]=[C:30]([S:38][CH3:39])[N:31]([CH2:34][CH:35]3[CH2:37][CH2:36]3)[C:32](=[O:33])[C:27]=2[C:26]=1[C:41]1[CH:46]=[CH:45][CH:44]=[CH:43][CH:42]=1.CC1(C)C(C)(C)OB([C:55]2[CH:60]=[CH:59][C:58]([C:61]3([NH:65][C:66](=[O:72])[O:67][C:68]([CH3:71])([CH3:70])[CH3:69])[CH2:64][CH2:63][CH2:62]3)=[CH:57][CH:56]=2)O1.P([O-])([O-])([O-])=O.[K+].[K+].[K+], predict the reaction product. The product is: [CH:35]1([CH2:34][N:31]2[C:32](=[O:33])[C:27]3[C:26]([C:41]4[CH:46]=[CH:45][CH:44]=[CH:43][CH:42]=4)=[C:25]([C:55]4[CH:56]=[CH:57][C:58]([C:61]5([NH:65][C:66](=[O:72])[O:67][C:68]([CH3:70])([CH3:69])[CH3:71])[CH2:62][CH2:63][CH2:64]5)=[CH:59][CH:60]=4)[O:40][C:28]=3[N:29]=[C:30]2[S:38][CH3:39])[CH2:37][CH2:36]1.